This data is from Catalyst prediction with 721,799 reactions and 888 catalyst types from USPTO. The task is: Predict which catalyst facilitates the given reaction. Reactant: C(OC([N:8]1[C:16]2[C:11](=[CH:12][CH:13]=[C:14]([Cl:17])[CH:15]=2)/[C:10](=[CH:18]/[C:19]2[CH:24]=[C:23]([Cl:25])[CH:22]=[CH:21][C:20]=2[O:26][C:27]2[CH:32]=[CH:31][C:30]([O:33][CH3:34])=[CH:29][CH:28]=2)/[C:9]1=[O:35])=O)(C)(C)C.[F:36][C:37]1[CH:38]=[CH:39][C:40]([CH3:52])=[C:41]([CH:43]=[N:44][C:45]([O:47][Si](C)(C)C)=[CH2:46])[CH:42]=1. Product: [Cl:17][C:14]1[CH:15]=[C:16]2[NH:8][C:9](=[O:35])[C:10]3([CH:18]([C:19]4[CH:24]=[C:23]([Cl:25])[CH:22]=[CH:21][C:20]=4[O:26][C:27]4[CH:28]=[CH:29][C:30]([O:33][CH3:34])=[CH:31][CH:32]=4)[CH2:46][C:45](=[O:47])[NH:44][CH:43]3[C:41]3[CH:42]=[C:37]([F:36])[CH:38]=[CH:39][C:40]=3[CH3:52])[C:11]2=[CH:12][CH:13]=1. The catalyst class is: 11.